This data is from Forward reaction prediction with 1.9M reactions from USPTO patents (1976-2016). The task is: Predict the product of the given reaction. (1) Given the reactants C(O)(C(F)(F)F)=[O:2].C1COCC1.[OH:13][CH2:14][C:15]([CH2:47][OH:48])([CH2:27]CO[Si](C(C)(C)C)(C1C=CC=CC=1)C1C=CC=CC=1)[CH2:16][N:17]1[CH:25]=[N:24][C:23]2[C:18]1=[N:19][CH:20]=[N:21][C:22]=2[NH2:26].O, predict the reaction product. The product is: [OH:48][CH2:47][C:15]([CH2:14][OH:13])([CH2:27][OH:2])[CH2:16][N:17]1[CH:25]=[N:24][C:23]2[C:18]1=[N:19][CH:20]=[N:21][C:22]=2[NH2:26]. (2) Given the reactants [CH3:1][O:2][C:3]1[CH:4]=[C:5]2[C:10](=[CH:11][CH:12]=1)[N:9]=[C:8]([C:13]#N)[CH:7]=[CH:6]2.[OH-:15].[Na+].C[OH:18], predict the reaction product. The product is: [CH3:1][O:2][C:3]1[CH:4]=[C:5]2[C:10](=[CH:11][CH:12]=1)[N:9]=[C:8]([C:13]([OH:18])=[O:15])[CH:7]=[CH:6]2. (3) Given the reactants [Br:1][C:2]1[CH:3]=[C:4]([NH2:8])[CH:5]=[N:6][CH:7]=1.[H-].[Na+].CS(O[CH:16]([C:18]1[CH:27]=[CH:26][C:25]2[C:20](=[CH:21][CH:22]=[CH:23][CH:24]=2)[CH:19]=1)[CH3:17])(=O)=O, predict the reaction product. The product is: [Br:1][C:2]1[CH:3]=[C:4]([NH:8][CH:16]([C:18]2[CH:27]=[CH:26][C:25]3[C:20](=[CH:21][CH:22]=[CH:23][CH:24]=3)[CH:19]=2)[CH3:17])[CH:5]=[N:6][CH:7]=1. (4) Given the reactants [F:1][C:2]1[C:7]([CH:8]([OH:25])[C:9]2[CH:10]=[C:11]3[C:16](=[CH:17][CH:18]=2)[N:15]=[CH:14][C:13]([N:19]2[CH2:24][CH2:23][O:22][CH2:21][CH2:20]2)=[N:12]3)=[C:6]([F:26])[C:5]([F:27])=[CH:4][C:3]=1[NH:28][C:29](=[O:34])[C:30]([CH3:33])([CH3:32])[CH3:31], predict the reaction product. The product is: [F:1][C:2]1[C:7]([C:8]([C:9]2[CH:10]=[C:11]3[C:16](=[CH:17][CH:18]=2)[N:15]=[CH:14][C:13]([N:19]2[CH2:20][CH2:21][O:22][CH2:23][CH2:24]2)=[N:12]3)=[O:25])=[C:6]([F:26])[C:5]([F:27])=[CH:4][C:3]=1[NH:28][C:29](=[O:34])[C:30]([CH3:32])([CH3:31])[CH3:33]. (5) Given the reactants [NH2:1][C:2]1[C:11]([Br:12])=[C:10]2[C:5]([CH2:6][CH2:7][C:8]([CH3:15])([CH3:14])[C:9]2=[O:13])=[CH:4][CH:3]=1.[F:16][C:17]1[CH:22]=[CH:21][CH:20]=[CH:19][C:18]=1[S:23](Cl)(=[O:25])=[O:24].N1C=CC=CC=1, predict the reaction product. The product is: [Br:12][C:11]1[C:10]2[C:9](=[O:13])[C:8]([CH3:15])([CH3:14])[CH2:7][CH2:6][C:5]=2[CH:4]=[CH:3][C:2]=1[NH:1][S:23]([C:18]1[CH:19]=[CH:20][CH:21]=[CH:22][C:17]=1[F:16])(=[O:25])=[O:24].